Dataset: Catalyst prediction with 721,799 reactions and 888 catalyst types from USPTO. Task: Predict which catalyst facilitates the given reaction. (1) The catalyst class is: 156. Product: [CH3:1][N:2]([CH2:37][C:38]1[C:51]2[C:46]([C:45]([CH2:52][NH:53][CH3:54])=[C:44]3[C:39]=1[CH:40]=[CH:41][CH:42]=[CH:43]3)=[CH:47][CH:48]=[CH:49][CH:50]=2)[C:3]([C:4]1[CH:31]=[CH:30][C:7]([C:8](=[O:9])[N:10]([CH3:29])[CH2:11][C:12]2[C:13]3[C:18]([C:19]([CH2:26][NH:27][CH3:28])=[C:20]4[C:25]=2[CH:24]=[CH:23][CH:22]=[CH:21]4)=[CH:17][CH:16]=[CH:15][CH:14]=3)=[CH:6][C:5]=1[O:32][CH2:33][C:34]1[N:57]=[N:56][N:55]([CH2:58][CH2:59][CH2:60][NH:61][C:62](=[O:68])[O:63][C:64]([CH3:66])([CH3:65])[CH3:67])[CH:35]=1)=[O:36]. Reactant: [CH3:1][N:2]([CH2:37][C:38]1[C:51]2[C:46](=[CH:47][CH:48]=[CH:49][CH:50]=2)[C:45]([CH2:52][NH:53][CH3:54])=[C:44]2[C:39]=1[CH:40]=[CH:41][CH:42]=[CH:43]2)[C:3](=[O:36])[C:4]1[CH:31]=[CH:30][C:7]([C:8]([N:10]([CH3:29])[CH2:11][C:12]2[C:25]3[C:20](=[CH:21][CH:22]=[CH:23][CH:24]=3)[C:19]([CH2:26][NH:27][CH3:28])=[C:18]3[C:13]=2[CH:14]=[CH:15][CH:16]=[CH:17]3)=[O:9])=[CH:6][C:5]=1[O:32][CH2:33][C:34]#[CH:35].[N:55]([CH2:58][CH2:59][CH2:60][NH:61][C:62](=[O:68])[O:63][C:64]([CH3:67])([CH3:66])[CH3:65])=[N+:56]=[N-:57].C(N(C(C)C)CC)(C)C.O. (2) Reactant: [N:1]12[CH2:8][CH2:7][CH:4]([CH2:5][CH2:6]1)[C@H:3]([NH:9][C:10]([C:12]1[CH:13]=[CH:14][CH:15]=[C:16]3[O:20][C:19]([C:21]4[CH:26]=[CH:25][CH:24]=[CH:23][C:22]=4[OH:27])=[N:18][C:17]=13)=[O:11])[CH2:2]2.[ClH:28]. Product: [ClH:28].[N:1]12[CH2:6][CH2:5][CH:4]([CH2:7][CH2:8]1)[C@H:3]([NH:9][C:10]([C:12]1[CH:13]=[CH:14][CH:15]=[C:16]3[O:20][C:19]([C:21]4[CH:26]=[CH:25][CH:24]=[CH:23][C:22]=4[OH:27])=[N:18][C:17]=13)=[O:11])[CH2:2]2. The catalyst class is: 459. (3) Reactant: [C:1]([C:5]1[CH:6]=[CH:7][C:8]([CH3:20])=[C:9]([CH:19]=1)[O:10][C:11]1[S:12][CH:13]=[C:14]([C:16]([OH:18])=O)[N:15]=1)([CH3:4])([CH3:3])[CH3:2].[NH2:21][C:22]1[C:23]([O:38][CH3:39])=[N:24][C:25]([NH:30][CH2:31][CH2:32][C:33]([O:35][CH2:36][CH3:37])=[O:34])=[N:26][C:27]=1[O:28][CH3:29].C(N(CC)CC)C.CN(C(ON1N=NC2C=CC=CC1=2)=[N+](C)C)C.F[P-](F)(F)(F)(F)F.C(=O)(O)[O-].[Na+]. Product: [C:1]([C:5]1[CH:6]=[CH:7][C:8]([CH3:20])=[C:9]([CH:19]=1)[O:10][C:11]1[S:12][CH:13]=[C:14]([C:16]([NH:21][C:22]2[C:27]([O:28][CH3:29])=[N:26][C:25]([NH:30][CH2:31][CH2:32][C:33]([O:35][CH2:36][CH3:37])=[O:34])=[N:24][C:23]=2[O:38][CH3:39])=[O:18])[N:15]=1)([CH3:2])([CH3:3])[CH3:4]. The catalyst class is: 4. (4) Reactant: C[O:2][C:3](=[O:19])[C:4]1[CH:9]=[CH:8][C:7]([C:10](=[O:18])[NH:11][C:12]2[CH:17]=[CH:16][CH:15]=[CH:14][CH:13]=2)=[N:6][CH:5]=1. Product: [C:12]1([NH:11][C:10]([C:7]2[CH:8]=[CH:9][C:4]([C:3]([OH:19])=[O:2])=[CH:5][N:6]=2)=[O:18])[CH:13]=[CH:14][CH:15]=[CH:16][CH:17]=1. The catalyst class is: 702.